Dataset: Full USPTO retrosynthesis dataset with 1.9M reactions from patents (1976-2016). Task: Predict the reactants needed to synthesize the given product. (1) Given the product [F:2][C:3]1[CH:12]=[C:11]2[C:6]([CH2:7][CH2:8][N:9]([C:23]([O:25][C:26]([CH3:29])([CH3:28])[CH3:27])=[O:24])[CH2:10]2)=[CH:5][C:4]=1[N+:13]([O-:15])=[O:14], predict the reactants needed to synthesize it. The reactants are: Cl.[F:2][C:3]1[CH:12]=[C:11]2[C:6]([CH2:7][CH2:8][NH:9][CH2:10]2)=[CH:5][C:4]=1[N+:13]([O-:15])=[O:14].C(N(CC)CC)C.[C:23](O[C:23]([O:25][C:26]([CH3:29])([CH3:28])[CH3:27])=[O:24])([O:25][C:26]([CH3:29])([CH3:28])[CH3:27])=[O:24]. (2) Given the product [CH3:9][O:10][C:11]1[CH:20]=[C:19]2[C:14]([CH2:15][CH2:16][CH:17]([C:3]([O:6][CH3:7])=[O:8])[C:18]2=[O:21])=[CH:13][CH:12]=1, predict the reactants needed to synthesize it. The reactants are: [H-].[Na+].[C:3](=[O:8])([O:6][CH3:7])OC.[CH3:9][O:10][C:11]1[CH:20]=[C:19]2[C:14]([CH2:15][CH2:16][CH2:17][C:18]2=[O:21])=[CH:13][CH:12]=1.CC(O)=O. (3) Given the product [Cl:1][C:2]1[CH:3]=[C:4]([CH:25]=[CH:26][C:27]=1[Cl:28])[O:5][C:6]1[CH:11]=[CH:10][CH:9]=[CH:8][C:7]=1[NH:12][S:13]([C:16]1[CH:17]=[CH:18][C:19]([C:20]([N:40]2[CH2:41][CH2:42][CH2:43][N:37]([CH2:36][CH2:35][CH2:34][N:29]3[CH2:30][CH2:31][CH2:32][CH2:33]3)[CH2:38][CH2:39]2)=[O:21])=[CH:23][CH:24]=1)(=[O:15])=[O:14], predict the reactants needed to synthesize it. The reactants are: [Cl:1][C:2]1[CH:3]=[C:4]([CH:25]=[CH:26][C:27]=1[Cl:28])[O:5][C:6]1[CH:11]=[CH:10][CH:9]=[CH:8][C:7]=1[NH:12][S:13]([C:16]1[CH:24]=[CH:23][C:19]([C:20](O)=[O:21])=[CH:18][CH:17]=1)(=[O:15])=[O:14].[N:29]1([CH2:34][CH2:35][CH2:36][N:37]2[CH2:43][CH2:42][CH2:41][NH:40][CH2:39][CH2:38]2)[CH2:33][CH2:32][CH2:31][CH2:30]1.